Dataset: Reaction yield outcomes from USPTO patents with 853,638 reactions. Task: Predict the reaction yield, written as a fraction of the theoretical maximum amount of product (1.0 means a 100% yield; for example, 0.34 means a 34% yield). (1) The reactants are [F:1][C:2]1[CH:27]=[C:26]([F:28])[CH:25]=[CH:24][C:3]=1[CH2:4][O:5][C:6]1[N:7]=[C:8]([CH3:23])[N:9]([CH2:13][C:14]2[CH:22]=[CH:21][C:17]([C:18](O)=[O:19])=[CH:16][CH:15]=2)[C:10](=[O:12])[CH:11]=1.C1C(=O)N([Br:36])C(=O)C1.C(OC(Cl)=O)C(C)C.C[N:46]1[CH2:51]COCC1.CN. The catalyst is ClCCl.O1CCOCC1.C1COCC1. The product is [Br:36][C:11]1[C:10](=[O:12])[N:9]([CH2:13][C:14]2[CH:22]=[CH:21][C:17]([C:18]([NH:46][CH3:51])=[O:19])=[CH:16][CH:15]=2)[C:8]([CH3:23])=[N:7][C:6]=1[O:5][CH2:4][C:3]1[CH:24]=[CH:25][C:26]([F:28])=[CH:27][C:2]=1[F:1]. The yield is 0.640. (2) The reactants are Br[C:2]1[CH:3]=[C:4]2[C:9](=[CH:10][CH:11]=1)[N:8]=[CH:7][NH:6][C:5]2=[O:12].C1(B(O)O)[C:22]2[C:17](=[CH:18][CH:19]=[CH:20][CH:21]=2)C=CC=1.[C:26](=[O:29])([O-])[O-].[K+].[K+].[C:32]1(P([C:32]2[CH:37]=[CH:36]C=[CH:34][CH:33]=2)[C:32]2[CH:37]=[CH:36]C=[CH:34][CH:33]=2)[CH:37]=[CH:36]C=[CH:34][CH:33]=1.C(=O)(O)[O-]. The catalyst is CN(C)C(=O)C.C(O)C.O.C1C=CC(/C=C/C(/C=C/C2C=CC=CC=2)=O)=CC=1.C1C=CC(/C=C/C(/C=C/C2C=CC=CC=2)=O)=CC=1.C1C=CC(/C=C/C(/C=C/C2C=CC=CC=2)=O)=CC=1.[Pd].[Pd].C(Cl)Cl. The product is [O:29]([C:17]1[CH:18]=[CH:19][C:20]([C:2]2[CH:3]=[C:4]3[C:9](=[CH:10][CH:11]=2)[N:8]=[CH:7][NH:6][C:5]3=[O:12])=[CH:21][CH:22]=1)[C:26]1[CH:36]=[CH:37][CH:32]=[CH:33][CH:34]=1. The yield is 0.410. (3) The reactants are [Br:1][C:2]1[CH:3]=[C:4]([F:14])[CH:5]=[C:6]2[C:10]=1[NH:9][C:8]([C:11]([OH:13])=O)=[CH:7]2.[CH3:15][O:16]NCC1C=CC=CC=1.C1CN([P+](ON2N=N[C:44]3[CH:45]=[CH:46][CH:47]=[CH:48][C:43]2=3)(N2CCCC2)N2CCCC2)CC1.F[P-](F)(F)(F)(F)F.[CH:58]([NH:61]C(C)C)(C)C. The catalyst is C(OCC)(=O)C. The product is [CH3:15][O:16][C:48]1[CH:43]=[C:44]([CH:45]=[CH:46][CH:47]=1)[CH2:58][NH:61][C:11]([C:8]1[NH:9][C:10]2[C:6]([CH:7]=1)=[CH:5][C:4]([F:14])=[CH:3][C:2]=2[Br:1])=[O:13]. The yield is 0.810. (4) The reactants are C[O-].[Na+].[C:4]([C:6]1[CH:11]=[CH:10][N:9]=[CH:8][CH:7]=1)#[N:5].[Cl-:12].[NH4+:13]. The catalyst is CO. The product is [ClH:12].[C:4]([NH2:13])(=[NH:5])[C:6]1[CH:11]=[CH:10][N:9]=[CH:8][CH:7]=1. The yield is 0.470. (5) The reactants are Cl[CH2:2][C:3]1[CH:29]=[CH:28][C:6]([C:7]([NH:9][C:10]2[S:11][C:12]([C:20]([CH:22]3[CH2:27][CH2:26][O:25][CH2:24][CH2:23]3)=[O:21])=[C:13]([C:15]3[O:16][CH:17]=[CH:18][CH:19]=3)[N:14]=2)=[O:8])=[CH:5][CH:4]=1.[NH:30]1[CH2:35][CH2:34][CH2:33][CH2:32][CH2:31]1. The catalyst is C1COCC1. The product is [O:16]1[CH:17]=[CH:18][CH:19]=[C:15]1[C:13]1[N:14]=[C:10]([NH:9][C:7](=[O:8])[C:6]2[CH:28]=[CH:29][C:3]([CH2:2][N:30]3[CH2:35][CH2:34][CH2:33][CH2:32][CH2:31]3)=[CH:4][CH:5]=2)[S:11][C:12]=1[C:20]([CH:22]1[CH2:27][CH2:26][O:25][CH2:24][CH2:23]1)=[O:21]. The yield is 0.690. (6) The reactants are [F:1][C:2]1[CH:3]=[C:4]([C:9]2[CH:14]=[CH:13][CH:12]=[CH:11][C:10]=2[S:15]([CH3:18])(=[O:17])=[O:16])[CH:5]=[CH:6][C:7]=1[NH2:8].C([O-])(O)=O.[Na+].[C:24](Cl)(=[O:27])[CH:25]=[CH2:26]. The catalyst is C(OCC)(=O)C. The product is [F:1][C:2]1[CH:3]=[C:4]([C:9]2[CH:14]=[CH:13][CH:12]=[CH:11][C:10]=2[S:15]([CH3:18])(=[O:17])=[O:16])[CH:5]=[CH:6][C:7]=1[NH:8][C:24](=[O:27])[CH:25]=[CH2:26]. The yield is 0.940. (7) The reactants are C1(P(C2C=CC=CC=2)C2C=CC=CC=2)C=CC=CC=1.N(C(OC(C)C)=O)=NC(OC(C)C)=O.[CH2:34]([O:41][C:42](=[O:63])[NH:43][C:44]1([CH2:47][N:48]([C:56]([O:58][C:59]([CH3:62])([CH3:61])[CH3:60])=[O:57])[C@@H:49]([CH2:54]O)[CH2:50][CH:51]([CH3:53])[CH3:52])[CH2:46][CH2:45]1)[C:35]1[CH:40]=[CH:39][CH:38]=[CH:37][CH:36]=1. The catalyst is C1(C)C=CC=CC=1. The product is [CH2:50]([C@H:49]1[N:48]([C:56]([O:58][C:59]([CH3:60])([CH3:61])[CH3:62])=[O:57])[CH2:47][C:44]2([CH2:45][CH2:46]2)[N:43]([C:42]([O:41][CH2:34][C:35]2[CH:36]=[CH:37][CH:38]=[CH:39][CH:40]=2)=[O:63])[CH2:54]1)[CH:51]([CH3:52])[CH3:53]. The yield is 0.470. (8) The product is [NH2:8][CH2:9][CH2:10][CH:11]1[CH2:16][CH2:15][CH2:14][N:13]([C:17]([NH2:19])=[O:18])[CH2:12]1. The yield is 0.940. The catalyst is CO.O1CCOCC1. The reactants are C(OC([NH:8][CH2:9][CH2:10][CH:11]1[CH2:16][CH2:15][CH2:14][N:13]([C:17]([NH2:19])=[O:18])[CH2:12]1)=O)(C)(C)C.S(=O)(=O)(O)O. (9) The reactants are Cl[C:2]1[N:7]=[C:6]([C:8]2[S:12][C:11]([C:13]([CH3:16])([CH3:15])[CH3:14])=[N:10][C:9]=2[C:17]2[C:18]([F:35])=[C:19]([NH:23][S:24]([C:27]3[CH:32]=[C:31]([F:33])[CH:30]=[CH:29][C:28]=3[F:34])(=[O:26])=[O:25])[CH:20]=[CH:21][CH:22]=2)[CH:5]=[CH:4][N:3]=1.[NH2:36][CH2:37][CH2:38][CH2:39][N:40]1[CH2:44][CH2:43][CH2:42][C:41]1=[O:45]. No catalyst specified. The product is [CH3:14][C:13]([C:11]1[S:12][C:8]([C:6]2[CH:5]=[CH:4][N:3]=[C:2]([NH:36][CH2:37][CH2:38][CH2:39][N:40]3[CH2:44][CH2:43][CH2:42][C:41]3=[O:45])[N:7]=2)=[C:9]([C:17]2[C:18]([F:35])=[C:19]([NH:23][S:24]([C:27]3[CH:32]=[C:31]([F:33])[CH:30]=[CH:29][C:28]=3[F:34])(=[O:26])=[O:25])[CH:20]=[CH:21][CH:22]=2)[N:10]=1)([CH3:16])[CH3:15]. The yield is 0.800. (10) The reactants are [Cl:1][C:2]1[CH:3]=[C:4]([C:10]2([C:26]([F:29])([F:28])[F:27])[O:14][N:13]=[C:12]([C:15]3[S:19][C:18]([C:20](O)=[O:21])=[C:17]4[CH2:23][CH2:24][CH2:25][C:16]=34)[CH2:11]2)[CH:5]=[C:6]([Cl:9])[C:7]=1[F:8].C(N(CC)C(C)C)(C)C.Cl.[NH2:40][CH2:41][C:42]([NH:44][CH2:45][C:46]#[CH:47])=[O:43].CN(C(ON1N=NC2C=CC=NC1=2)=[N+](C)C)C.F[P-](F)(F)(F)(F)F. The catalyst is C(Cl)Cl. The product is [Cl:1][C:2]1[CH:3]=[C:4]([C:10]2([C:26]([F:29])([F:28])[F:27])[O:14][N:13]=[C:12]([C:15]3[S:19][C:18]([C:20]([NH:40][CH2:41][C:42](=[O:43])[NH:44][CH2:45][C:46]#[CH:47])=[O:21])=[C:17]4[CH2:23][CH2:24][CH2:25][C:16]=34)[CH2:11]2)[CH:5]=[C:6]([Cl:9])[C:7]=1[F:8]. The yield is 0.884.